Dataset: Full USPTO retrosynthesis dataset with 1.9M reactions from patents (1976-2016). Task: Predict the reactants needed to synthesize the given product. (1) The reactants are: [Cl:1][C:2]1[CH:7]=[CH:6][C:5]([CH:8]2[C:12]3[NH:13][C:14]([C:16]4[CH:17]=[N:18][C:19]([O:22][CH3:23])=[CH:20][CH:21]=4)=[N:15][C:11]=3[C:10](=[O:24])[N:9]2[C:25]2[CH:30]=[C:29]([CH3:31])[C:28](=[O:32])[N:27]([CH3:33])[CH:26]=2)=[CH:4][CH:3]=1.[CH3:34]I. Given the product [Cl:1][C:2]1[CH:3]=[CH:4][C:5]([CH:8]2[C:12]3[N:13]=[C:14]([C:16]4[CH:17]=[N:18][C:19]([O:22][CH3:23])=[CH:20][CH:21]=4)[N:15]([CH3:34])[C:11]=3[C:10](=[O:24])[N:9]2[C:25]2[CH:30]=[C:29]([CH3:31])[C:28](=[O:32])[N:27]([CH3:33])[CH:26]=2)=[CH:6][CH:7]=1, predict the reactants needed to synthesize it. (2) Given the product [C:1]1([C:7](=[N:14][C:15]([CH3:22])([CH2:18][CH:19]([F:20])[F:21])[C:16]#[N:17])[C:8]2[CH:13]=[CH:12][CH:11]=[CH:10][CH:9]=2)[CH:6]=[CH:5][CH:4]=[CH:3][CH:2]=1, predict the reactants needed to synthesize it. The reactants are: [C:1]1([C:7](=[N:14][CH:15]([CH2:18][CH:19]([F:21])[F:20])[C:16]#[N:17])[C:8]2[CH:13]=[CH:12][CH:11]=[CH:10][CH:9]=2)[CH:6]=[CH:5][CH:4]=[CH:3][CH:2]=1.[CH2:22]([Li])CCC.IC.